Dataset: Forward reaction prediction with 1.9M reactions from USPTO patents (1976-2016). Task: Predict the product of the given reaction. (1) Given the reactants [Br:1][C:2]1[S:6][C:5]([C:7]2[N:8]([C:17]3[CH:22]=[C:21]([Cl:23])[CH:20]=[CH:19][C:18]=3[Cl:24])[CH2:9][C:10]([C:13]([F:16])([F:15])[F:14])(O)[N:11]=2)=[CH:4][CH:3]=1.O.C1(C)C=CC(S(O)(=O)=O)=CC=1, predict the reaction product. The product is: [Br:1][C:2]1[S:6][C:5]([C:7]2[N:8]([C:17]3[CH:22]=[C:21]([Cl:23])[CH:20]=[CH:19][C:18]=3[Cl:24])[CH:9]=[C:10]([C:13]([F:16])([F:15])[F:14])[N:11]=2)=[CH:4][CH:3]=1. (2) Given the reactants [O:1]=[C:2]1[NH:8][C:7]2[C:9]3[CH2:10][CH2:11][CH2:12][CH2:13][C:14]=3[CH:15]=[CH:16][C:6]=2[N:5]([C:17]2[CH:22]=[CH:21][C:20]([N:23]([CH3:36])S(C3C=CC=CC=3[N+]([O-])=O)(=O)=O)=[CH:19][CH:18]=2)[C:4](=[O:37])[CH2:3]1.C1(S)C=CC=CC=1.C(=O)([O-])[O-].[K+].[K+], predict the reaction product. The product is: [CH3:36][NH:23][C:20]1[CH:19]=[CH:18][C:17]([N:5]2[C:4](=[O:37])[CH2:3][C:2](=[O:1])[NH:8][C:7]3[C:9]4[CH2:10][CH2:11][CH2:12][CH2:13][C:14]=4[CH:15]=[CH:16][C:6]2=3)=[CH:22][CH:21]=1. (3) Given the reactants Cl.Cl.[NH2:3][C@@H:4]([CH2:19][C:20]1[CH:25]=[CH:24][CH:23]=[CH:22][CH:21]=1)[C@H:5]([OH:18])[CH2:6][NH:7][CH2:8][C:9]1[CH:14]=[CH:13][CH:12]=[C:11]([CH:15]([CH3:17])[CH3:16])[CH:10]=1.[O:26]=[C:27]1[N:38]([C@@H:39]([CH3:43])[C:40](O)=[O:41])[CH2:37][CH2:36][C@@:28]21[N:32]([CH2:33][CH2:34][CH3:35])[CH2:31][CH2:30][CH2:29]2.CN(C(ON1N=NC2C=CC=CC1=2)=[N+](C)C)C.[B-](F)(F)(F)F.CN1CCOCC1, predict the reaction product. The product is: [CH2:19]([C@H:4]([NH:3][C:40](=[O:41])[C@@H:39]([N:38]1[CH2:37][CH2:36][C@:28]2([N:32]([CH2:33][CH2:34][CH3:35])[CH2:31][CH2:30][CH2:29]2)[C:27]1=[O:26])[CH3:43])[C@H:5]([OH:18])[CH2:6][NH:7][CH2:8][C:9]1[CH:14]=[CH:13][CH:12]=[C:11]([CH:15]([CH3:16])[CH3:17])[CH:10]=1)[C:20]1[CH:21]=[CH:22][CH:23]=[CH:24][CH:25]=1. (4) Given the reactants Br[C:2]1[CH:7]=[CH:6][C:5]([C:8]2[CH:9]=[C:10]3[C:30]([C:31]([CH3:34])([CH3:33])[CH:32]=2)=[C:29]2[C:12]([CH:13]=[C:14]4[C:27](=[CH:28]2)[C:26]2[CH:25]=[CH:24][CH:23]=[CH:22][C:21]=2[C:20]2[CH:19]=[CH:18][CH:17]=[CH:16][C:15]4=2)=[CH:11]3)=[CH:4][CH:3]=1.[B:35]1([B:35]2[O:39][C:38]([CH3:41])([CH3:40])[C:37]([CH3:43])([CH3:42])[O:36]2)[O:39][C:38]([CH3:41])([CH3:40])[C:37]([CH3:43])([CH3:42])[O:36]1.C([O-])(=O)C.[K+], predict the reaction product. The product is: [CH3:33][C:31]1([CH3:34])[C:30]2[C:10]([CH:11]=[C:12]3[C:29]=2[CH:28]=[C:27]2[C:14]([C:15]4[CH:16]=[CH:17][CH:18]=[CH:19][C:20]=4[C:21]4[CH:22]=[CH:23][CH:24]=[CH:25][C:26]=42)=[CH:13]3)=[CH:9][C:8]([C:5]2[CH:4]=[CH:3][C:2]([B:35]3[O:39][C:38]([CH3:41])([CH3:40])[C:37]([CH3:43])([CH3:42])[O:36]3)=[CH:7][CH:6]=2)=[CH:32]1. (5) Given the reactants C([O:5][C:6]([C:8]([CH2:22][CH2:23][CH2:24][CH2:25][CH3:26])([CH2:16][C:17]([O:19][CH2:20][CH3:21])=[O:18])[C:9]([O:11]C(C)(C)C)=[O:10])=[O:7])(C)(C)C.C(O)(C(F)(F)F)=O, predict the reaction product. The product is: [CH2:20]([O:19][C:17]([CH2:16][C:8]([CH2:22][CH2:23][CH2:24][CH2:25][CH3:26])([C:6]([OH:7])=[O:5])[C:9]([OH:11])=[O:10])=[O:18])[CH3:21]. (6) Given the reactants [Br:1][C:2]1[CH:3]=[C:4]([O:10]C)[CH:5]=[C:6]([O:8]C)[CH:7]=1.[I-].[Na+].C[Si](Cl)(C)C, predict the reaction product. The product is: [Br:1][C:2]1[CH:7]=[C:6]([OH:8])[CH:5]=[C:4]([OH:10])[CH:3]=1.